From a dataset of Reaction yield outcomes from USPTO patents with 853,638 reactions. Predict the reaction yield, written as a fraction of the theoretical maximum amount of product (1.0 means a 100% yield; for example, 0.34 means a 34% yield). (1) The reactants are [CH3:1][N:2]([CH3:29])[CH2:3][CH2:4][CH2:5][O:6][C:7]1[CH:12]=[CH:11][C:10]([C:13]2[NH:22][C:16]3=[N:17][CH:18]=[C:19]([CH3:21])[CH:20]=[C:15]3[C:14]=2[CH:23]2[CH2:28][CH2:27][CH2:26][NH:25][CH2:24]2)=[CH:9][CH:8]=1.[CH3:30][S:31](Cl)(=[O:33])=[O:32]. No catalyst specified. The product is [CH3:29][N:2]([CH3:1])[CH2:3][CH2:4][CH2:5][O:6][C:7]1[CH:8]=[CH:9][C:10]([C:13]2[NH:22][C:16]3=[N:17][CH:18]=[C:19]([CH3:21])[CH:20]=[C:15]3[C:14]=2[CH:23]2[CH2:28][CH2:27][CH2:26][N:25]([S:31]([CH3:30])(=[O:33])=[O:32])[CH2:24]2)=[CH:11][CH:12]=1. The yield is 0.0400. (2) The reactants are [F:1][C:2]1[CH:3]=[CH:4][CH2:5][CH:6]2[C:11]([CH3:13])([CH3:12])[O:10][C:9](=[O:14])[NH:8][C:7]=12.[Br:15]Br. The catalyst is C(O)(=O)C. The product is [Br:15][C:4]1[CH2:5][CH:6]2[C:11]([CH3:12])([CH3:13])[O:10][C:9](=[O:14])[NH:8][C:7]2=[C:2]([F:1])[CH:3]=1. The yield is 0.840. (3) The reactants are [F:1][C:2]([F:26])([F:25])[O:3][C:4]1[CH:9]=[CH:8][C:7]([C:10]2[C:14]3[CH2:15][CH2:16][C:17]4[CH:22]=[C:21]([CH:23]=O)[CH:20]=[CH:19][C:18]=4[C:13]=3[O:12][N:11]=2)=[CH:6][CH:5]=1.[NH2:27][NH:28][C:29]([NH:31][C:32]1[C:37]([CH3:38])=[CH:36][CH:35]=[CH:34][C:33]=1[CH3:39])=[S:30]. No catalyst specified. The product is [CH3:38][C:37]1[CH:36]=[CH:35][CH:34]=[C:33]([CH3:39])[C:32]=1[NH:31][C:29]([NH:28]/[N:27]=[CH:23]/[C:21]1[CH:20]=[CH:19][C:18]2[C:13]3[O:12][N:11]=[C:10]([C:7]4[CH:6]=[CH:5][C:4]([O:3][C:2]([F:26])([F:1])[F:25])=[CH:9][CH:8]=4)[C:14]=3[CH:15]=[CH:16][C:17]=2[CH:22]=1)=[S:30]. The yield is 0.370. (4) The reactants are [CH3:1][C:2]1[C:3]([C:12]([OH:14])=[O:13])=[CH:4][C:5]2[O:10][CH2:9][CH2:8][O:7][C:6]=2[CH:11]=1.S(Cl)(Cl)=O.Cl.[CH2:20](OCC)[CH3:21]. The catalyst is C(O)C. The product is [CH3:1][C:2]1[C:3]([C:12]([O:14][CH2:20][CH3:21])=[O:13])=[CH:4][C:5]2[O:10][CH2:9][CH2:8][O:7][C:6]=2[CH:11]=1. The yield is 0.890. (5) The reactants are C([O:3][C:4]([C:6]1[N:7]([CH2:13][O:14][CH2:15][CH2:16][Si:17]([CH3:20])([CH3:19])[CH3:18])[CH:8]=[C:9]([C:11]#[N:12])[N:10]=1)=[O:5])C.[OH-].[K+:22]. The catalyst is C(O)C. The product is [K+:22].[C:11]([C:9]1[N:10]=[C:6]([C:4]([O-:5])=[O:3])[N:7]([CH2:13][O:14][CH2:15][CH2:16][Si:17]([CH3:18])([CH3:19])[CH3:20])[CH:8]=1)#[N:12]. The yield is 1.00. (6) The catalyst is C(O)(C)C. The product is [F:39][C:23]1[S:22][C:21]([C:18]2[CH:19]=[CH:20][C:15]([C:12]3[CH:13]=[CH:14][C:9]([C:6]4([C:4]([OH:5])=[O:3])[CH2:7][CH2:8]4)=[CH:10][CH:11]=3)=[C:16]([O:40][CH3:41])[CH:17]=2)=[C:25]([NH:26][C:27]([O:29][C@@H:30]([C:32]2[CH:37]=[CH:36][CH:35]=[CH:34][C:33]=2[F:38])[CH3:31])=[O:28])[CH:24]=1. The reactants are C([O:3][C:4]([C:6]1([C:9]2[CH:14]=[CH:13][C:12]([C:15]3[CH:20]=[CH:19][C:18]([C:21]4[S:22][C:23]([F:39])=[CH:24][C:25]=4[NH:26][C:27]([O:29][C@@H:30]([C:32]4[CH:37]=[CH:36][CH:35]=[CH:34][C:33]=4[F:38])[CH3:31])=[O:28])=[CH:17][C:16]=3[O:40][CH3:41])=[CH:11][CH:10]=2)[CH2:8][CH2:7]1)=[O:5])C.[OH-].[Na+].Cl. The yield is 0.620.